Task: Predict the product of the given reaction.. Dataset: Forward reaction prediction with 1.9M reactions from USPTO patents (1976-2016) (1) Given the reactants [NH2:1][C:2]1[CH:7]=[CH:6][C:5]([N:8]2[C:14](=[O:15])[CH2:13][C:12](=[O:16])[NH:11][C:10]3[C:17]4[C:22]([CH:23]=[CH:24][C:9]2=3)=[CH:21][CH:20]=[CH:19][CH:18]=4)=[CH:4][CH:3]=1.[CH3:25][C:26]1[C:34]([CH3:35])=[CH:33][CH:32]=[CH:31][C:27]=1[C:28](Cl)=[O:29].C(NC1C=CC(N2C(=O)CC(=O)NC3C4C(C=CC2=3)=CC=CC=4)=CC=1)(=O)C1C=CC=CC=1, predict the reaction product. The product is: [CH3:25][C:26]1[C:34]([CH3:35])=[CH:33][CH:32]=[CH:31][C:27]=1[C:28]([NH:1][C:2]1[CH:7]=[CH:6][C:5]([N:8]2[C:14](=[O:15])[CH2:13][C:12](=[O:16])[NH:11][C:10]3[C:17]4[C:22]([CH:23]=[CH:24][C:9]2=3)=[CH:21][CH:20]=[CH:19][CH:18]=4)=[CH:4][CH:3]=1)=[O:29]. (2) Given the reactants Cl.Cl.COC1C=CC(N2CCNCC2)=CC=1.BrCCC1C=CC=CC=1.[CH2:26]([O:33][C:34]1[CH:39]=[CH:38][C:37]([N:40]2[CH2:45][CH2:44][NH:43][CH2:42][CH2:41]2)=[CH:36][C:35]=1[F:46])[C:27]1[CH:32]=[CH:31][CH:30]=[CH:29][CH:28]=1.CS(O[CH2:52][CH2:53][CH2:54][CH:55]1[CH2:60][CH2:59][CH2:58][CH2:57][CH2:56]1)(=O)=O, predict the reaction product. The product is: [CH2:26]([O:33][C:34]1[CH:39]=[CH:38][C:37]([N:40]2[CH2:45][CH2:44][N:43]([CH2:52][CH2:53][CH2:54][CH:55]3[CH2:60][CH2:59][CH2:58][CH2:57][CH2:56]3)[CH2:42][CH2:41]2)=[CH:36][C:35]=1[F:46])[C:27]1[CH:28]=[CH:29][CH:30]=[CH:31][CH:32]=1. (3) Given the reactants [Mg].Br[C:3]1[CH:8]=[CH:7][C:6]([O:9][CH3:10])=[CH:5][C:4]=1[O:11][CH3:12].Cl.Br[C:15]1[CH:20]=[CH:19][N:18]=[CH:17][CH:16]=1, predict the reaction product. The product is: [CH3:12][O:11][C:4]1[CH:5]=[C:6]([O:9][CH3:10])[CH:7]=[CH:8][C:3]=1[C:15]1[CH:20]=[CH:19][N:18]=[CH:17][CH:16]=1. (4) The product is: [ClH:23].[Cl:23][C:21]1[CH:22]=[C:18]([C:16]([C:10]2([CH2:13][CH2:14][CH3:15])[CH2:11][CH2:12][NH:8][CH2:9]2)=[O:17])[S:19][C:20]=1[CH3:24]. Given the reactants C(OC([N:8]1[CH2:12][CH2:11][C:10]([C:16]([C:18]2[S:19][C:20]([CH3:24])=[C:21]([Cl:23])[CH:22]=2)=[O:17])([CH2:13][CH2:14][CH3:15])[CH2:9]1)=O)(C)(C)C.CO.ClCCl.Cl, predict the reaction product. (5) Given the reactants S(Cl)(Cl)=O.[P:5]([Cl:9])([Cl:8])([Cl:7])=[O:6].FC(F)(F)C(O[C:15](=[O:20])[C:16](F)(F)F)=O.C[N:24]([CH:26]=[O:27])C.[N:28]1C=CC=[CH:30][CH:29]=1, predict the reaction product. The product is: [C:29]([CH2:30][C:26]([NH2:24])=[O:27])#[N:28].[O:6]=[P:5]([Cl:9])([Cl:8])[Cl:7].[C:16](#[N:24])[CH:15]([CH2:30][C:29]#[N:28])[OH:20]. (6) Given the reactants [CH3:1][O:2][C:3]1[CH:4]=[C:5](/[CH:11]=[CH:12]/[C:13]2[CH:25]=[CH:24][C:16]([C:17]([O:19]C(C)(C)C)=[O:18])=[C:15]([NH:26][C:27]3[CH:32]=[CH:31][C:30]([F:33])=[CH:29][CH:28]=3)[CH:14]=2)[CH:6]=[CH:7][C:8]=1[O:9][CH3:10].C(OCC)(=O)C, predict the reaction product. The product is: [CH3:1][O:2][C:3]1[CH:4]=[C:5]([CH2:11][CH2:12][C:13]2[CH:25]=[CH:24][C:16]([C:17]([OH:19])=[O:18])=[C:15]([NH:26][C:27]3[CH:32]=[CH:31][C:30]([F:33])=[CH:29][CH:28]=3)[CH:14]=2)[CH:6]=[CH:7][C:8]=1[O:9][CH3:10]. (7) Given the reactants [F:1][C:2]([F:7])([F:6])[C:3]([OH:5])=[O:4].[F:8][C:9]([F:14])([F:13])[C:10]([OH:12])=[O:11].[Cl:15][C:16]1[CH:17]=[N:18][C:19]2[NH:20][C:21]3[CH:22]=[CH:23][CH:24]=[C:25]([CH:43]=3)[CH2:26][CH2:27][C:28]3[CH:36]=[C:32]([NH:33][C:34]=1[N:35]=2)[CH:31]=[CH:30][C:29]=3[N:37]1[CH2:42][CH2:41][NH:40][CH2:39][CH2:38]1.[N:44]([C:47]1[CH:48]=[C:49]([CH:52]=[CH:53][CH:54]=1)[C:50]#[N:51])=[C:45]=[O:46], predict the reaction product. The product is: [F:1][C:2]([F:7])([F:6])[C:3]([OH:5])=[O:4].[F:8][C:9]([F:14])([F:13])[C:10]([OH:12])=[O:11].[Cl:15][C:16]1[CH:17]=[N:18][C:19]2[NH:20][C:21]3[CH:22]=[CH:23][CH:24]=[C:25]([CH:43]=3)[CH2:26][CH2:27][C:28]3[CH:36]=[C:32]([NH:33][C:34]=1[N:35]=2)[CH:31]=[CH:30][C:29]=3[N:37]1[CH2:42][CH2:41][N:40]([C:45]([NH:44][C:47]2[CH:54]=[CH:53][CH:52]=[C:49]([C:50]#[N:51])[CH:48]=2)=[O:46])[CH2:39][CH2:38]1.